From a dataset of Forward reaction prediction with 1.9M reactions from USPTO patents (1976-2016). Predict the product of the given reaction. (1) Given the reactants [F:1][C:2]1[C:7]([C:8]2[CH:9]=[C:10]([CH:22]=O)[S:11][C:12]=2[S:13]([C:16]2[CH:21]=[CH:20][CH:19]=[CH:18][CH:17]=2)(=[O:15])=[O:14])=[CH:6][CH:5]=[CH:4][N:3]=1.[NH:24]1[CH2:27][CH:26]([OH:28])[CH2:25]1.C(O[BH-](OC(=O)C)OC(=O)C)(=O)C.[Na+].C(=O)([O-])O.[Na+], predict the reaction product. The product is: [F:1][C:2]1[C:7]([C:8]2[CH:9]=[C:10]([CH2:22][N:24]3[CH2:27][CH:26]([OH:28])[CH2:25]3)[S:11][C:12]=2[S:13]([C:16]2[CH:17]=[CH:18][CH:19]=[CH:20][CH:21]=2)(=[O:14])=[O:15])=[CH:6][CH:5]=[CH:4][N:3]=1. (2) Given the reactants [CH3:1][O:2][CH2:3][CH2:4][C:5]1[CH:6]=[C:7]([NH:14]C(=O)OC(C)(C)C)[C:8]2[O:12][CH2:11][O:10][C:9]=2[CH:13]=1.Cl, predict the reaction product. The product is: [CH3:1][O:2][CH2:3][CH2:4][C:5]1[CH:6]=[C:7]([NH2:14])[C:8]2[O:12][CH2:11][O:10][C:9]=2[CH:13]=1. (3) Given the reactants FC(F)(F)C(O)=O.[CH3:8][O:9][C:10]([C:12]1[N:17]=[C:16]([C:18]2[CH:27]=[C:26]3[C:21]([CH2:22][CH2:23][CH2:24][N:25]3C(OC(C)(C)C)=O)=[CH:20][CH:19]=2)[CH:15]=[CH:14][C:13]=1[O:35][S:36]([C:39]([F:42])([F:41])[F:40])(=[O:38])=[O:37])=[O:11], predict the reaction product. The product is: [NH:25]1[C:26]2[C:21](=[CH:20][CH:19]=[C:18]([C:16]3[N:17]=[C:12]([C:10]([O:9][CH3:8])=[O:11])[C:13]([O:35][S:36]([C:39]([F:41])([F:42])[F:40])(=[O:38])=[O:37])=[CH:14][CH:15]=3)[CH:27]=2)[CH2:22][CH2:23][CH2:24]1. (4) Given the reactants [O:1]1[CH2:3][C:2]21[CH2:9][CH:8]1[N:10]([C:11]([O:13][CH2:14][C:15]3[CH:20]=[CH:19][CH:18]=[CH:17][CH:16]=3)=[O:12])[CH:5]([CH2:6][CH2:7]1)[CH2:4]2.C([O-])(O)=O.[Na+].C(OCC)(=O)C, predict the reaction product. The product is: [CH:3]([CH:2]1[CH2:4][CH:5]2[N:10]([C:11]([O:13][CH2:14][C:15]3[CH:16]=[CH:17][CH:18]=[CH:19][CH:20]=3)=[O:12])[CH:8]([CH2:7][CH2:6]2)[CH2:9]1)=[O:1]. (5) The product is: [CH3:1][O:2][C:3]([C:5]1[N:6]([CH3:12])[C:7]([CH2:10][O:11][CH3:19])=[N:8][CH:9]=1)=[O:4]. Given the reactants [CH3:1][O:2][C:3]([C:5]1[N:6]([CH3:12])[C:7]([CH2:10][OH:11])=[N:8][CH:9]=1)=[O:4].[H-].[Na+].S(OC)(O[CH3:19])(=O)=O.ClCCl, predict the reaction product. (6) Given the reactants Cl[C:2]([O:4][CH3:5])=[O:3].[NH2:6][CH2:7][C@H:8]([NH:13][C:14]([C:16]1[C:17]([C:22]([F:25])([F:24])[F:23])=[N:18][N:19]([CH3:21])[CH:20]=1)=[O:15])[C:9]([NH:11][CH3:12])=[O:10].N1C=CC=CC=1, predict the reaction product. The product is: [CH3:12][NH:11][C:9](=[O:10])[C@@H:8]([NH:13][C:14]([C:16]1[C:17]([C:22]([F:25])([F:23])[F:24])=[N:18][N:19]([CH3:21])[CH:20]=1)=[O:15])[CH2:7][NH:6][C:2](=[O:3])[O:4][CH3:5]. (7) The product is: [Cl:1][CH2:2][C:3]([O:15][CH:8]1[CH:9]([CH:12]([CH3:13])[CH3:14])[CH2:10][CH2:11][CH:6]([CH3:16])[CH2:7]1)=[O:4]. Given the reactants [Cl:1][CH2:2][C:3](Cl)=[O:4].[CH:6]1([CH3:16])[CH2:11][CH2:10][CH:9]([CH:12]([CH3:14])[CH3:13])[CH:8]([OH:15])[CH2:7]1.N1C=CC=CC=1, predict the reaction product. (8) Given the reactants Cl[S:2]([C:5]1[CH:6]=[C:7]2[C:11](=[CH:12][CH:13]=1)[NH:10][C:9](=[O:14])[CH2:8]2)(=[O:4])=[O:3].[OH-].[NH4+:16], predict the reaction product. The product is: [NH2:16][S:2]([C:5]1[CH:6]=[C:7]2[C:11](=[CH:12][CH:13]=1)[NH:10][C:9](=[O:14])[CH2:8]2)(=[O:4])=[O:3]. (9) Given the reactants Br[CH2:2][C:3]1[S:4][C:5]2[CH:11]=[C:10]([O:12][CH3:13])[C:9]([O:14][Si](C(C)(C)C)(C)C)=[CH:8][C:6]=2[N:7]=1.[P:22]([O:29]CC)([O:26][CH2:27][CH3:28])[O:23][CH2:24][CH3:25], predict the reaction product. The product is: [CH2:24]([O:23][P:22]([CH2:2][C:3]1[S:4][C:5]2[CH:11]=[C:10]([O:12][CH3:13])[C:9]([OH:14])=[CH:8][C:6]=2[N:7]=1)(=[O:29])[O:26][CH2:27][CH3:28])[CH3:25].